From a dataset of Catalyst prediction with 721,799 reactions and 888 catalyst types from USPTO. Predict which catalyst facilitates the given reaction. (1) Reactant: Br[C:2]1[CH:11]=[C:10]2[C:5]([CH:6]=[CH:7][C:8](=[O:19])[N:9]2[C:12]2[CH:17]=[CH:16][CH:15]=[CH:14][C:13]=2[Cl:18])=[C:4]([C:20]2[CH:25]=[CH:24][CH:23]=[CH:22][C:21]=2[Cl:26])[N:3]=1.[NH2:27][CH:28]([CH2:31][OH:32])[CH2:29][OH:30].O. Product: [Cl:18][C:13]1[CH:14]=[CH:15][CH:16]=[CH:17][C:12]=1[N:9]1[C:10]2[C:5](=[C:4]([C:20]3[CH:25]=[CH:24][CH:23]=[CH:22][C:21]=3[Cl:26])[N:3]=[C:2]([NH:27][CH:28]([CH2:31][OH:32])[CH2:29][OH:30])[CH:11]=2)[CH:6]=[CH:7][C:8]1=[O:19]. The catalyst class is: 37. (2) Product: [Cl:1][C:2]1[CH:7]=[CH:6][CH:5]=[CH:4][C:3]=1[C:8]1[N:17]=[C:16]([N:18]2[CH2:23][CH2:22][N:21]([CH2:30][C:31]([F:34])([F:33])[F:32])[CH2:20][CH2:19]2)[C:15]2[C:10](=[CH:11][CH:12]=[CH:13][CH:14]=2)[N:9]=1. The catalyst class is: 1. Reactant: [Cl:1][C:2]1[CH:7]=[CH:6][CH:5]=[CH:4][C:3]=1[C:8]1[N:17]=[C:16]([N:18]2[CH2:23][CH2:22][NH:21][CH2:20][CH2:19]2)[C:15]2[C:10](=[CH:11][CH:12]=[CH:13][CH:14]=2)[N:9]=1.FC(F)(F)S(O[CH2:30][C:31]([F:34])([F:33])[F:32])(=O)=O.C(N(CC)CC)C. (3) Reactant: [N+:1]([C:4]1[CH:9]=[CH:8][CH:7]=[CH:6][C:5]=1[C:10]1[NH:14][CH:13]=[N:12][CH:11]=1)([O-])=O.NN. Product: [NH:14]1[C:10]([C:5]2[CH:6]=[CH:7][CH:8]=[CH:9][C:4]=2[NH2:1])=[CH:11][N:12]=[CH:13]1. The catalyst class is: 5. (4) Reactant: Br[C:2]1[C:8]([C:9]([F:12])([F:11])[F:10])=[CH:7][C:5]([NH2:6])=[C:4]([F:13])[CH:3]=1.[CH3:14][O:15][C:16](=[O:49])[NH:17][C@H:18]([C:22]([N:24]1[CH2:28][CH2:27][CH2:26][C@H:25]1[C:29]1[NH:30][CH:31]=[C:32]([C:34]2[CH:39]=[CH:38][C:37](B3OC(C)(C)C(C)(C)O3)=[CH:36][CH:35]=2)[N:33]=1)=[O:23])[CH:19]([CH3:21])[CH3:20].C1(C)C=CC=CC=1.O.C(=O)([O-])[O-].[K+].[K+]. Product: [CH3:14][O:15][C:16](=[O:49])[NH:17][C@H:18]([C:22]([N:24]1[CH2:28][CH2:27][CH2:26][C@H:25]1[C:29]1[NH:30][CH:31]=[C:32]([C:34]2[CH:35]=[CH:36][C:37]([C:2]3[CH:3]=[C:4]([F:13])[C:5]([NH2:6])=[CH:7][C:8]=3[C:9]([F:12])([F:11])[F:10])=[CH:38][CH:39]=2)[N:33]=1)=[O:23])[CH:19]([CH3:21])[CH3:20]. The catalyst class is: 492. (5) Reactant: [Br:1][C:2]1[CH:3]=[CH:4][C:5]([CH:8]=[N:9][OH:10])=[N:6][CH:7]=1.C1C(=O)N(Cl)C(=O)C1.[CH2:19]=[C:20]([CH2:23][OH:24])[CH2:21][OH:22].CCN(CC)CC. Product: [Br:1][C:2]1[CH:3]=[CH:4][C:5]([C:8]2[C:20]([CH2:23][OH:24])([CH2:21][OH:22])[CH2:19][O:10][N:9]=2)=[N:6][CH:7]=1. The catalyst class is: 3. (6) Product: [NH2:22][C:4]1[CH:5]=[C:6]([N:9]2[CH2:14][CH2:13][N:12]([C:15]([O:17][C:18]([CH3:21])([CH3:20])[CH3:19])=[O:16])[CH2:11][CH2:10]2)[CH:7]=[CH:8][C:3]=1[O:2][CH3:1]. The catalyst class is: 94. Reactant: [CH3:1][O:2][C:3]1[CH:8]=[CH:7][C:6]([N:9]2[CH2:14][CH2:13][N:12]([C:15]([O:17][C:18]([CH3:21])([CH3:20])[CH3:19])=[O:16])[CH2:11][CH2:10]2)=[CH:5][C:4]=1[N+:22]([O-])=O.